From a dataset of Catalyst prediction with 721,799 reactions and 888 catalyst types from USPTO. Predict which catalyst facilitates the given reaction. (1) Reactant: [F:1][CH2:2][C@@H:3]1[CH2:7][CH2:6][N:5]([C@@H:8]([CH3:30])[CH2:9][O:10]C(C2C=CC=CC=2)(C2C=CC=CC=2)C2C=CC=CC=2)[CH2:4]1.C(O)=O. Product: [F:1][CH2:2][C@@H:3]1[CH2:7][CH2:6][N:5]([C@@H:8]([CH3:30])[CH2:9][OH:10])[CH2:4]1. The catalyst class is: 27. (2) Reactant: [NH2:1][C:2]1[CH:11]=[CH:10][C:5]2[NH:6][C:7](=[O:9])[NH:8][C:4]=2[CH:3]=1.Cl[CH2:13][C:14]([N:16]1[CH2:21][CH2:20][CH:19]([O:22][C:23]2[CH:28]=[CH:27][C:26]([Cl:29])=[CH:25][CH:24]=2)[CH2:18][CH2:17]1)=[O:15]. Product: [Cl:29][C:26]1[CH:25]=[CH:24][C:23]([O:22][CH:19]2[CH2:18][CH2:17][N:16]([C:14](=[O:15])[CH2:13][NH:1][C:2]3[CH:11]=[CH:10][C:5]4[NH:6][C:7](=[O:9])[NH:8][C:4]=4[CH:3]=3)[CH2:21][CH2:20]2)=[CH:28][CH:27]=1. The catalyst class is: 27.